From a dataset of Reaction yield outcomes from USPTO patents with 853,638 reactions. Predict the reaction yield, written as a fraction of the theoretical maximum amount of product (1.0 means a 100% yield; for example, 0.34 means a 34% yield). The reactants are [OH-].[Li+].[C:3]1([C:23]2[CH:28]=[CH:27][CH:26]=[CH:25][CH:24]=2)[CH:8]=[CH:7][CH:6]=[CH:5][C:4]=1[CH2:9][C:10]1[N:11]([CH3:22])[C:12](=[O:21])[C:13]([OH:20])=[C:14]([C:16]([O:18]C)=[O:17])[N:15]=1. The catalyst is O.C1COCC1. The product is [C:3]1([C:23]2[CH:28]=[CH:27][CH:26]=[CH:25][CH:24]=2)[CH:8]=[CH:7][CH:6]=[CH:5][C:4]=1[CH2:9][C:10]1[N:11]([CH3:22])[C:12](=[O:21])[C:13]([OH:20])=[C:14]([C:16]([OH:18])=[O:17])[N:15]=1. The yield is 0.100.